Dataset: Forward reaction prediction with 1.9M reactions from USPTO patents (1976-2016). Task: Predict the product of the given reaction. (1) Given the reactants Br[CH:2]([C:4]1[N:9]2[N:10]=[C:11]([NH:13][C:14]3[CH:19]=[CH:18][C:17]([C:20]([F:23])([F:22])[F:21])=[CH:16][CH:15]=3)[N:12]=[C:8]2[CH:7]=[CH:6][CH:5]=1)[CH3:3].[NH:24]1[CH2:29][CH2:28][NH:27][CH2:26][C:25]1=[O:30].C(=O)([O-])[O-].[K+].[K+].O, predict the reaction product. The product is: [F:21][C:20]([F:23])([F:22])[C:17]1[CH:18]=[CH:19][C:14]([NH:13][C:11]2[N:12]=[C:8]3[CH:7]=[CH:6][CH:5]=[C:4]([CH:2]([N:27]4[CH2:28][CH2:29][NH:24][C:25](=[O:30])[CH2:26]4)[CH3:3])[N:9]3[N:10]=2)=[CH:15][CH:16]=1. (2) Given the reactants [OH:1][C:2]1[CH:7]=[CH:6][C:5]([CH2:8][CH2:9][N:10]2[C:18]3[C:13](=[CH:14][CH:15]=[CH:16][C:17]=3[O:19][C@@H:20]3[O:46][C@H:45]([CH2:47][O:48]C(=O)C(C)(C)C)[C@@H:37]([O:38]C(=O)C(C)(C)C)[C@H:29]([O:30]C(=O)C(C)(C)C)[C@H:21]3[O:22]C(=O)C(C)(C)C)[CH:12]=[CH:11]2)=[CH:4][CH:3]=1.O.O.[OH-].[Li+], predict the reaction product. The product is: [C@@H:20]1([O:19][C:17]2[CH:16]=[CH:15][CH:14]=[C:13]3[C:18]=2[N:10]([CH2:9][CH2:8][C:5]2[CH:4]=[CH:3][C:2]([OH:1])=[CH:7][CH:6]=2)[CH:11]=[CH:12]3)[O:46][C@H:45]([CH2:47][OH:48])[C@@H:37]([OH:38])[C@H:29]([OH:30])[C@H:21]1[OH:22]. (3) Given the reactants [C:1]([O:5][C:6]([N:8]1[CH2:13][C@@H:12]([C:14](=[O:37])[NH:15][CH2:16][C:17]2([CH2:31][CH2:32][CH2:33][CH2:34][O:35][CH3:36])[C:30]3[CH:29]=[CH:28][CH:27]=[CH:26][C:25]=3[O:24][C:23]3[C:18]2=[CH:19][CH:20]=[CH:21][CH:22]=3)[CH2:11][C@@H:10]([C:38](O)=[O:39])[CH2:9]1)=[O:7])([CH3:4])([CH3:3])[CH3:2].[CH2:41]([NH2:48])[C:42]1[CH:47]=[CH:46][CH:45]=[CH:44][CH:43]=1, predict the reaction product. The product is: [C:1]([O:5][C:6]([N:8]1[CH2:13][C@@H:12]([C:14](=[O:37])[NH:15][CH2:16][C:17]2([CH2:31][CH2:32][CH2:33][CH2:34][O:35][CH3:36])[C:30]3[CH:29]=[CH:28][CH:27]=[CH:26][C:25]=3[O:24][C:23]3[C:18]2=[CH:19][CH:20]=[CH:21][CH:22]=3)[CH2:11][C@@H:10]([C:38](=[O:39])[NH:48][CH2:41][C:42]2[CH:47]=[CH:46][CH:45]=[CH:44][CH:43]=2)[CH2:9]1)=[O:7])([CH3:4])([CH3:3])[CH3:2].